From a dataset of Reaction yield outcomes from USPTO patents with 853,638 reactions. Predict the reaction yield, written as a fraction of the theoretical maximum amount of product (1.0 means a 100% yield; for example, 0.34 means a 34% yield). (1) The reactants are [NH2:1][C:2]1[NH:6][C:5]2[CH:7]=[CH:8][C:9]([O:11][C:12]3[CH:17]=[CH:16][C:15]([NH:18][C:19]([NH:21][C:22]4[CH:27]=[C:26]([C:28]([F:31])([F:30])[F:29])[CH:25]=[CH:24][C:23]=4[F:32])=[O:20])=[CH:14][CH:13]=3)=[CH:10][C:4]=2[N:3]=1.[CH3:33][S:34](Cl)(=[O:36])=[O:35].C([O-])([O-])=O.[K+].[K+].O. The catalyst is N1C=CC=CC=1.CO. The product is [F:32][C:23]1[CH:24]=[CH:25][C:26]([C:28]([F:31])([F:29])[F:30])=[CH:27][C:22]=1[NH:21][C:19]([NH:18][C:15]1[CH:14]=[CH:13][C:12]([O:11][C:9]2[CH:8]=[CH:7][C:5]3[NH:6][C:2]([NH:1][S:34]([CH3:33])(=[O:36])=[O:35])=[N:3][C:4]=3[CH:10]=2)=[CH:17][CH:16]=1)=[O:20]. The yield is 0.400. (2) The reactants are [NH2:1][C:2]1[CH:9]=[CH:8][C:5]([C:6]#[N:7])=[C:4]([Cl:10])[CH:3]=1.[CH3:11][CH:12]1[CH2:17][C:16](=[O:18])[O:15][C:14](=[O:19])[CH2:13]1. The product is [Cl:10][C:4]1[CH:3]=[C:2]([NH:1][C:16](=[O:18])[CH2:17][CH:12]([CH3:11])[CH2:13][C:14]([OH:19])=[O:15])[CH:9]=[CH:8][C:5]=1[C:6]#[N:7]. The catalyst is C1COCC1. The yield is 1.24. (3) The yield is 0.870. The product is [CH3:16][S:17]([O:1][CH2:2][CH:3]1[CH2:8][CH2:7][N:6]([C:9]([O:11][C:12]([CH3:15])([CH3:14])[CH3:13])=[O:10])[CH2:5][CH2:4]1)(=[O:19])=[O:18]. The reactants are [OH:1][CH2:2][CH:3]1[CH2:8][CH2:7][N:6]([C:9]([O:11][C:12]([CH3:15])([CH3:14])[CH3:13])=[O:10])[CH2:5][CH2:4]1.[CH3:16][S:17](Cl)(=[O:19])=[O:18].O. The catalyst is C(Cl)Cl. (4) The reactants are Cl[C:2]1[C:3]2[S:10][C:9]([C:11]3[CH:16]=[CH:15][C:14]([F:17])=[CH:13][CH:12]=3)=[CH:8][C:4]=2[N:5]=[CH:6][N:7]=1.CC1(C)C(C)(C)OB([C:26]2[CH:32]=[CH:31][C:29]([NH2:30])=[CH:28][CH:27]=2)O1.C(=O)([O-])[O-].[K+].[K+]. The catalyst is C(#N)C.O. The product is [F:17][C:14]1[CH:15]=[CH:16][C:11]([C:9]2[S:10][C:3]3[C:2]([C:26]4[CH:32]=[CH:31][C:29]([NH2:30])=[CH:28][CH:27]=4)=[N:7][CH:6]=[N:5][C:4]=3[CH:8]=2)=[CH:12][CH:13]=1. The yield is 0.510. (5) The catalyst is C(O)(C)C. The yield is 0.850. The product is [F:1][C:2]1[CH:3]=[C:4]([CH:5]=[C:6]([F:8])[CH:7]=1)[CH2:9][C@H:10]([NH:14][C:15](=[O:21])[O:16][C:17]([CH3:20])([CH3:19])[CH3:18])[C@H:11]([OH:12])[CH2:13][NH:33][CH:26]1[C:25]2[C:30](=[CH:31][CH:32]=[C:23]([I:22])[CH:24]=2)[O:29][CH2:28][CH2:27]1. The reactants are [F:1][C:2]1[CH:3]=[C:4]([CH2:9][C@H:10]([NH:14][C:15](=[O:21])[O:16][C:17]([CH3:20])([CH3:19])[CH3:18])[C@H:11]2[CH2:13][O:12]2)[CH:5]=[C:6]([F:8])[CH:7]=1.[I:22][C:23]1[CH:24]=[C:25]2[C:30](=[CH:31][CH:32]=1)[O:29][CH2:28][CH2:27][CH:26]2[NH2:33]. (6) The reactants are CCOCC.[Mg+2].[Br-:7].[Br-].S(O[CH2:14][CH2:15][CH:16]([CH2:18][CH2:19][CH2:20][CH:21]([CH2:23][CH2:24][CH2:25][CH:26]([CH2:28][CH2:29][CH2:30][CH:31]([CH3:33])[CH3:32])[CH3:27])[CH3:22])[CH3:17])(=O)(=O)C. The catalyst is C(OCC)C. The product is [CH2:14]([Br:7])[CH2:15][CH:16]([CH2:18][CH2:19][CH2:20][CH:21]([CH2:23][CH2:24][CH2:25][CH:26]([CH2:28][CH2:29][CH2:30][CH:31]([CH3:33])[CH3:32])[CH3:27])[CH3:22])[CH3:17]. The yield is 0.900. (7) The reactants are [OH:1][B:2]1[C:6]2[CH:7]=[CH:8][C:9]([O:11][C:12]3[CH:22]=[CH:21][C:15]([C:16]([O:18]CC)=[O:17])=[CH:14][N:13]=3)=[CH:10][C:5]=2[CH2:4][O:3]1.Cl. The catalyst is C1COCC1.[OH-].[Na+]. The product is [OH:1][B:2]1[C:6]2[CH:7]=[CH:8][C:9]([O:11][C:12]3[CH:22]=[CH:21][C:15]([C:16]([OH:18])=[O:17])=[CH:14][N:13]=3)=[CH:10][C:5]=2[CH2:4][O:3]1. The yield is 0.948. (8) The reactants are [H-].[Na+].[Cl:3][C:4]1[C:9]([C:10]2[NH:14][C:13]3[CH:15]=[C:16]([F:20])[C:17]([F:19])=[CH:18][C:12]=3[N:11]=2)=[CH:8][CH:7]=[CH:6][N:5]=1.Br[CH2:22][CH:23]1[CH2:28][CH2:27][CH2:26][CH2:25][CH2:24]1. The catalyst is CN(C)C=O. The product is [Cl:3][C:4]1[C:9]([C:10]2[N:11]([CH2:22][CH:23]3[CH2:28][CH2:27][CH2:26][CH2:25][CH2:24]3)[C:12]3[CH:18]=[C:17]([F:19])[C:16]([F:20])=[CH:15][C:13]=3[N:14]=2)=[CH:8][CH:7]=[CH:6][N:5]=1. The yield is 0.510. (9) The reactants are [ClH:1].[F:2][C:3]1[CH:56]=[CH:55][CH:54]=[CH:53][C:4]=1[CH2:5][NH:6][C:7](=[O:52])[CH2:8][CH:9]1[C:15](=[O:16])[N:14]([C:17]2[CH:22]=[CH:21][C:20]([CH2:23][NH:24]C(OC(C)(C)C)=O)=[CH:19][CH:18]=2)[C:13]2[CH:32]=[CH:33][CH:34]=[CH:35][C:12]=2[N:11]([CH2:36][C:37]2[CH:42]=[CH:41][C:40]([O:43][CH2:44][C:45]3[CH:50]=[CH:49][CH:48]=[CH:47][CH:46]=3)=[CH:39][CH:38]=2)[C:10]1=[O:51]. The catalyst is C(OCC)(=O)C. The product is [ClH:1].[F:2][C:3]1[CH:56]=[CH:55][CH:54]=[CH:53][C:4]=1[CH2:5][NH:6][C:7](=[O:52])[CH2:8][CH:9]1[C:15](=[O:16])[N:14]([C:17]2[CH:18]=[CH:19][C:20]([CH2:23][NH2:24])=[CH:21][CH:22]=2)[C:13]2[CH:32]=[CH:33][CH:34]=[CH:35][C:12]=2[N:11]([CH2:36][C:37]2[CH:42]=[CH:41][C:40]([O:43][CH2:44][C:45]3[CH:50]=[CH:49][CH:48]=[CH:47][CH:46]=3)=[CH:39][CH:38]=2)[C:10]1=[O:51]. The yield is 0.900. (10) The reactants are [CH3:1][O:2][C:3](=[O:16])[CH2:4][CH2:5][C:6]1[C:14]2[C:9](=[CH:10][CH:11]=[C:12]([F:15])[CH:13]=2)[NH:8][CH:7]=1.[Br:17][C:18]1[C:19]([CH3:28])=[C:20]([S:24](Cl)(=[O:26])=[O:25])[CH:21]=[CH:22][CH:23]=1.[OH-].[K+]. The catalyst is S([O-])(O)(=O)=O.C([N+](CCCC)(CCCC)CCCC)CCC.C(Cl)Cl. The product is [CH3:1][O:2][C:3](=[O:16])[CH2:4][CH2:5][C:6]1[C:14]2[C:9](=[CH:10][CH:11]=[C:12]([F:15])[CH:13]=2)[N:8]([S:24]([C:20]2[CH:21]=[CH:22][CH:23]=[C:18]([Br:17])[C:19]=2[CH3:28])(=[O:25])=[O:26])[CH:7]=1. The yield is 0.597.